From a dataset of Reaction yield outcomes from USPTO patents with 853,638 reactions. Predict the reaction yield, written as a fraction of the theoretical maximum amount of product (1.0 means a 100% yield; for example, 0.34 means a 34% yield). The reactants are [C:1]1([C:7]2[N:8]([C:16]3[CH:24]=[CH:23][C:19]([C:20]([OH:22])=[O:21])=[CH:18][CH:17]=3)[C:9]3[CH2:10][CH2:11][CH2:12][CH2:13][C:14]=3[CH:15]=2)[CH:6]=[CH:5][CH:4]=[CH:3][CH:2]=1.[CH2:25](C1CCCCN1CCCN)C. No catalyst specified. The product is [CH3:25][CH:12]1[CH2:11][CH2:10][C:9]2[N:8]([C:16]3[CH:17]=[CH:18][C:19]([C:20]([OH:22])=[O:21])=[CH:23][CH:24]=3)[C:7]([C:1]3[CH:6]=[CH:5][CH:4]=[CH:3][CH:2]=3)=[CH:15][C:14]=2[CH2:13]1. The yield is 0.620.